Task: Predict the reaction yield, written as a fraction of the theoretical maximum amount of product (1.0 means a 100% yield; for example, 0.34 means a 34% yield).. Dataset: Reaction yield outcomes from USPTO patents with 853,638 reactions (1) The reactants are [Cl:1][C:2]1[CH:7]=[CH:6][C:5]([C:8]2[O:12][N:11]=[C:10]3[CH:13]=[CH:14][C:15]([C:17]4[CH:22]=[CH:21][N:20]=[C:19]([NH2:23])[N:18]=4)=[CH:16][C:9]=23)=[CH:4][CH:3]=1.[C:24](OC(=O)C)(=[O:26])[CH3:25]. The catalyst is C1(C)C=CC=CC=1.O. The product is [Cl:1][C:2]1[CH:7]=[CH:6][C:5]([C:8]2[O:12][N:11]=[C:10]3[CH:13]=[CH:14][C:15]([C:17]4[CH:22]=[CH:21][N:20]=[C:19]([NH:23][C:24](=[O:26])[CH3:25])[N:18]=4)=[CH:16][C:9]=23)=[CH:4][CH:3]=1. The yield is 0.300. (2) The reactants are [Br:1][C:2]1[CH:7]=[CH:6][C:5]([F:8])=[C:4]([F:9])[C:3]=1[F:10].C([N-]C(C)C)(C)C.[Li+].[C:19](=[O:21])=[O:20]. The catalyst is C1COCC1. The product is [Br:1][C:2]1[C:3]([F:10])=[C:4]([F:9])[C:5]([F:8])=[C:6]([CH:7]=1)[C:19]([OH:21])=[O:20]. The yield is 0.820.